Dataset: Forward reaction prediction with 1.9M reactions from USPTO patents (1976-2016). Task: Predict the product of the given reaction. (1) Given the reactants [OH:1][C:2]([CH3:23])([CH3:22])[CH2:3][O:4][C:5]1[CH:10]=[CH:9][C:8]([N:11]2[CH:16]=[CH:15][C:14](SC)=[N:13][C:12]2=[O:19])=[CH:7][C:6]=1[O:20][CH3:21].[Cl:24][C:25]1[CH:30]=[CH:29][C:28]([CH2:31][OH:32])=[CH:27][CH:26]=1.C([O-])([O-])=O.[K+].[K+], predict the reaction product. The product is: [Cl:24][C:25]1[CH:30]=[CH:29][C:28]([CH2:31][O:32][C:14]2[CH:15]=[CH:16][N:11]([C:8]3[CH:9]=[CH:10][C:5]([O:4][CH2:3][C:2]([OH:1])([CH3:23])[CH3:22])=[C:6]([O:20][CH3:21])[CH:7]=3)[C:12](=[O:19])[N:13]=2)=[CH:27][CH:26]=1. (2) Given the reactants Br[C:2]1[N:7]=[CH:6][CH:5]=[CH:4][N:3]=1.[CH3:8][C:9]1([CH3:25])[C:13]([CH3:15])([CH3:14])[O:12][B:11]([B:11]2[O:12][C:13]([CH3:15])([CH3:14])[C:9]([CH3:25])([CH3:8])[O:10]2)[O:10]1.C([O-])(=O)C.[K+], predict the reaction product. The product is: [CH3:8][C:9]1([CH3:25])[C:13]([CH3:15])([CH3:14])[O:12][B:11]([C:2]2[N:7]=[CH:6][CH:5]=[CH:4][N:3]=2)[O:10]1. (3) Given the reactants C(Cl)(=O)C(Cl)=O.[F:7][C:8]([C:18]1[CH:23]=[CH:22][C:21]([C:24]2[CH:32]=[CH:31][C:27]([C:28](O)=[O:29])=[CH:26][CH:25]=2)=[CH:20][CH:19]=1)([CH3:17])[CH2:9][NH:10][S:11]([CH:14]([CH3:16])[CH3:15])(=[O:13])=[O:12].C1COCC1.[CH3:38][NH:39][CH3:40], predict the reaction product. The product is: [F:7][C:8]([C:18]1[CH:23]=[CH:22][C:21]([C:24]2[CH:32]=[CH:31][C:27]([C:28]([N:39]([CH3:40])[CH3:38])=[O:29])=[CH:26][CH:25]=2)=[CH:20][CH:19]=1)([CH3:17])[CH2:9][NH:10][S:11]([CH:14]([CH3:16])[CH3:15])(=[O:13])=[O:12]. (4) Given the reactants [Cl:1][C:2]1[N:3]=[C:4](Cl)[C:5]2[CH:10]=[CH:9][NH:8][C:6]=2[N:7]=1.[O:12]1[CH2:17][CH2:16][N:15]([CH2:18][CH2:19][CH2:20][NH2:21])[CH2:14][CH2:13]1.C(N(CC)CC)C, predict the reaction product. The product is: [Cl:1][C:2]1[N:3]=[C:4]([NH:21][CH2:20][CH2:19][CH2:18][N:15]2[CH2:16][CH2:17][O:12][CH2:13][CH2:14]2)[C:5]2[CH:10]=[CH:9][NH:8][C:6]=2[N:7]=1. (5) Given the reactants [O:1]=[C:2]1[N:6]([C:7]2[CH:12]=[CH:11][CH:10]=[CH:9][CH:8]=2)[NH:5][C:4]([C:13]([OH:15])=O)=[CH:3]1.C1C=CC2N(O)N=NC=2C=1.Cl.CN(C)CCCN=C=NCC.[NH2:38][CH2:39][CH2:40][N:41]1[CH:45]=[CH:44][C:43]([C:46]2[CH:53]=[CH:52][C:49]([C:50]#[N:51])=[C:48]([Cl:54])[CH:47]=2)=[N:42]1.CCN(C(C)C)C(C)C, predict the reaction product. The product is: [Cl:54][C:48]1[CH:47]=[C:46]([C:43]2[CH:44]=[CH:45][N:41]([CH2:40][CH2:39][NH:38][C:13]([C:4]3[NH:5][N:6]([C:7]4[CH:8]=[CH:9][CH:10]=[CH:11][CH:12]=4)[C:2](=[O:1])[CH:3]=3)=[O:15])[N:42]=2)[CH:53]=[CH:52][C:49]=1[C:50]#[N:51]. (6) The product is: [CH3:5][N:6]1[CH2:11][CH2:10][N:9]([CH2:1][C:2]#[CH:3])[CH2:8][CH2:7]1. Given the reactants [CH2:1](Br)[C:2]#[CH:3].[CH3:5][N:6]1[CH2:11][CH2:10][NH:9][CH2:8][CH2:7]1.C(=O)([O-])[O-].[Cs+].[Cs+], predict the reaction product. (7) Given the reactants [C:1]([O:9]CC)(=O)[CH2:2][C:3]([O:5][CH2:6][CH3:7])=[O:4].[H-].[Na+].[H][H].[F:16][C:17]1[CH:36]=[CH:35][C:20]([CH2:21][N:22]2[C:27]3[CH:28]=[CH:29][C:30]([CH3:32])=[CH:31][C:26]=3[C:25](=O)[O:24]C2=O)=[CH:19][CH:18]=1, predict the reaction product. The product is: [CH2:6]([O:5][C:3]([C:2]1[C:1](=[O:9])[N:22]([CH2:21][C:20]2[CH:35]=[CH:36][C:17]([F:16])=[CH:18][CH:19]=2)[C:27]2[C:26]([C:25]=1[OH:24])=[CH:31][C:30]([CH3:32])=[CH:29][CH:28]=2)=[O:4])[CH3:7].